Dataset: Full USPTO retrosynthesis dataset with 1.9M reactions from patents (1976-2016). Task: Predict the reactants needed to synthesize the given product. (1) Given the product [OH:1][C:2]1[CH2:3][CH2:4][C:5]([OH:21])=[C:6]2[C:15]=1[C:14](=[O:16])[C:13]1[C:8](=[CH:9][C:10]([C:17]([OH:19])=[O:18])=[CH:11][CH:12]=1)[C:7]2=[O:20], predict the reactants needed to synthesize it. The reactants are: [OH:1][C:2]1[C:15]2[C:14](=[O:16])[C:13]3[C:8](=[CH:9][C:10]([C:17]([OH:19])=[O:18])=[CH:11][CH:12]=3)[C:7](=[O:20])[C:6]=2[C:5]([OH:21])=[CH:4][CH:3]=1. (2) Given the product [C:30]([C:10]1[CH:11]=[C:12]([NH:13][C:14]([NH:16][C:17]2[CH:18]=[CH:19][C:20]([O:23][C:24]3[CH:25]=[CH:26][N:27]=[CH:28][CH:29]=3)=[CH:21][CH:22]=2)=[O:15])[N:8]([C:4]2[CH:5]=[CH:6][CH:7]=[C:2]([NH:1][CH2:44][CH2:43][CH2:42][O:41][Si:34]([C:37]([CH3:38])([CH3:40])[CH3:39])([CH3:35])[CH3:36])[CH:3]=2)[N:9]=1)([CH3:33])([CH3:32])[CH3:31], predict the reactants needed to synthesize it. The reactants are: [NH2:1][C:2]1[CH:3]=[C:4]([N:8]2[C:12]([NH:13][C:14]([NH:16][C:17]3[CH:22]=[CH:21][C:20]([O:23][C:24]4[CH:29]=[CH:28][N:27]=[CH:26][CH:25]=4)=[CH:19][CH:18]=3)=[O:15])=[CH:11][C:10]([C:30]([CH3:33])([CH3:32])[CH3:31])=[N:9]2)[CH:5]=[CH:6][CH:7]=1.[Si:34]([O:41][CH2:42][CH2:43][CH:44]=O)([C:37]([CH3:40])([CH3:39])[CH3:38])([CH3:36])[CH3:35].C(O[BH-](OC(=O)C)OC(=O)C)(=O)C.[Na+].C(O)(=O)C. (3) The reactants are: [CH:1]([C:3]1[CH:8]=[CH:7][C:6]([B:9]([OH:11])[OH:10])=[CH:5][CH:4]=1)=[O:2].O[C:13]([C:16](O)([CH3:18])[CH3:17])([CH3:15])[CH3:14].O. Given the product [CH3:14][C:13]1([CH3:15])[C:16]([CH3:18])([CH3:17])[O:11][B:9]([C:6]2[CH:5]=[CH:4][C:3]([CH:1]=[O:2])=[CH:8][CH:7]=2)[O:10]1, predict the reactants needed to synthesize it. (4) Given the product [F:23][C:24]1[N:29]=[C:28]([C:30]([NH2:31])=[O:8])[C:27]([OH:32])=[N:26][CH:25]=1, predict the reactants needed to synthesize it. The reactants are: C1(C)C=CC=CC=1.[OH-:8].[Na+].C1(NC2CCCCC2)CCCCC1.[F:23][C:24]1[N:29]=[C:28]([C:30]#[N:31])[C:27]([OH:32])=[N:26][CH:25]=1. (5) Given the product [Cl:8][C:9]1[CH:14]=[CH:13][CH:12]=[CH:11][C:10]=1[N:15]1[CH:19]([C:20]2[N:25]=[C:24]([C:26]3[CH2:27][CH2:28][N:29]([S:47]([CH3:46])(=[O:49])=[O:48])[CH2:30][CH:31]=3)[CH:23]=[CH:22][CH:21]=2)[CH2:18][C:17]([C:32]([F:38])([F:37])[C:33]([F:34])([F:36])[F:35])=[N:16]1, predict the reactants needed to synthesize it. The reactants are: FC(F)(F)C(O)=O.[Cl:8][C:9]1[CH:14]=[CH:13][CH:12]=[CH:11][C:10]=1[N:15]1[CH:19]([C:20]2[N:25]=[C:24]([C:26]3[CH2:27][CH2:28][NH:29][CH2:30][CH:31]=3)[CH:23]=[CH:22][CH:21]=2)[CH2:18][C:17]([C:32]([F:38])([F:37])[C:33]([F:36])([F:35])[F:34])=[N:16]1.C(N(CC)CC)C.[CH3:46][S:47](Cl)(=[O:49])=[O:48].ClCCl.